This data is from Reaction yield outcomes from USPTO patents with 853,638 reactions. The task is: Predict the reaction yield, written as a fraction of the theoretical maximum amount of product (1.0 means a 100% yield; for example, 0.34 means a 34% yield). (1) The reactants are [Cl:1][C:2]1[CH:7]=[CH:6][C:5]([C:8]2([CH2:16][S:17][CH2:18][C:19]([O:21]CC)=[O:20])[O:13][CH2:12][C:11]([CH3:15])([CH3:14])[CH2:10][O:9]2)=[CH:4][CH:3]=1.[Li+].[OH-]. The catalyst is C1COCC1.O. The product is [Cl:1][C:2]1[CH:7]=[CH:6][C:5]([C:8]2([CH2:16][S:17][CH2:18][C:19]([OH:21])=[O:20])[O:9][CH2:10][C:11]([CH3:15])([CH3:14])[CH2:12][O:13]2)=[CH:4][CH:3]=1. The yield is 0.960. (2) The reactants are [Br:1][C:2]1[CH:3]=[C:4]([NH:18][C:19]2[CH:20]=[N:21][CH:22]=[CH:23][CH:24]=2)[CH:5]=[C:6]([O:8]CC2C=CC(OC)=CC=2)[CH:7]=1.C1(SC)C=CC=CC=1.FC(F)(F)C(O)=O. The catalyst is O. The product is [Br:1][C:2]1[CH:7]=[C:6]([OH:8])[CH:5]=[C:4]([NH:18][C:19]2[CH:20]=[N:21][CH:22]=[CH:23][CH:24]=2)[CH:3]=1. The yield is 0.500. (3) The reactants are CN(C)[C:3](=[O:28])[CH2:4][O:5][CH2:6][CH2:7][N:8]1[CH2:13][CH2:12][N:11]([CH:14]([C:22]2[CH:27]=[CH:26][CH:25]=[CH:24][CH:23]=2)[C:15]2[CH:20]=[CH:19][C:18]([Cl:21])=[CH:17][CH:16]=2)[CH2:10][CH2:9]1.C(N(CC)C(=O)C[O:35]CCN1CCN(C(C2C=CC=CC=2)C2C=CC([Cl:51])=CC=2)CC1)C. The catalyst is O1CCOCC1. The product is [ClH:21].[ClH:51].[C:22]1([CH:14]([N:11]2[CH2:12][CH2:13][N:8]([CH2:7][CH2:6][O:5][CH2:4][C:3]([OH:28])=[O:35])[CH2:9][CH2:10]2)[C:15]2[CH:16]=[CH:17][C:18]([Cl:21])=[CH:19][CH:20]=2)[CH:27]=[CH:26][CH:25]=[CH:24][CH:23]=1. The yield is 0.749. (4) The reactants are BrC1C=CC([N:8]2[C:16]3[CH:15]=[CH:14][CH:13]=[CH:12][C:11]=3[C:10]3[CH:17]=[N:18][CH:19]=[CH:20][C:9]2=3)=CC=1.C(=O)([O-])[O-].[K+].[K+].C1(C)C=CC=CC=1.C1C2C(=CC=CC=2)C=CC=1C1C2C(=CC=CC=2)C(C2C=CC(N3C4C=CC=CC=4C4C=NC=CC3=4)=CC=2)=C2C=1C=CC=C2. The catalyst is C1C=CC([P]([Pd]([P](C2C=CC=CC=2)(C2C=CC=CC=2)C2C=CC=CC=2)([P](C2C=CC=CC=2)(C2C=CC=CC=2)C2C=CC=CC=2)[P](C2C=CC=CC=2)(C2C=CC=CC=2)C2C=CC=CC=2)(C2C=CC=CC=2)C2C=CC=CC=2)=CC=1.C(O)C. The product is [CH:17]1[C:10]2[C:11]3[CH:12]=[CH:13][CH:14]=[CH:15][C:16]=3[NH:8][C:9]=2[CH:20]=[CH:19][N:18]=1. The yield is 0.260. (5) The reactants are Cl[CH2:2][C:3]1[CH:8]=[CH:7][CH:6]=[C:5]([S:9][CH2:10][CH:11]2[CH2:13][CH2:12]2)[N:4]=1.C([O:16][C:17](=[O:28])[CH2:18][CH2:19][C:20]1[CH:25]=[CH:24][C:23]([OH:26])=[C:22]([Cl:27])[CH:21]=1)C. No catalyst specified. The product is [Cl:27][C:22]1[CH:21]=[C:20]([CH2:19][CH2:18][C:17]([OH:28])=[O:16])[CH:25]=[CH:24][C:23]=1[O:26][CH2:2][C:3]1[CH:8]=[CH:7][CH:6]=[C:5]([S:9][CH2:10][CH:11]2[CH2:13][CH2:12]2)[N:4]=1. The yield is 0.720. (6) The product is [C:18]([O:10][C:7]1[CH:8]=[CH:9][C:4]([CH:1]([CH3:3])[CH3:2])=[C:5]([CH3:11])[CH:6]=1)(=[O:20])[CH3:19]. The yield is 1.00. The reactants are [CH:1]([C:4]1[CH:9]=[CH:8][C:7]([OH:10])=[CH:6][C:5]=1[CH3:11])([CH3:3])[CH3:2].N1C=CC=CC=1.[C:18](Cl)(=[O:20])[CH3:19]. The catalyst is ClCCl. (7) The reactants are [OH:1][CH:2]([C:5]1[C:14]2[C:9](=[CH:10][CH:11]=[CH:12][CH:13]=2)[CH:8]=[CH:7][CH:6]=1)[C:3]#[N:4].[H-].[H-].[H-].[H-].[Li+].[Al+3].C1COCC1. The catalyst is C1COCC1. The product is [NH2:4][CH2:3][CH:2]([C:5]1[C:14]2[C:9](=[CH:10][CH:11]=[CH:12][CH:13]=2)[CH:8]=[CH:7][CH:6]=1)[OH:1]. The yield is 0.530. (8) The reactants are [CH2:1]([C:3]([C:24]1[CH:37]=[CH:36][C:27]([O:28][CH2:29][CH:30]2[O:34][C:33](=[O:35])[CH2:32][CH2:31]2)=[C:26]([CH3:38])[CH:25]=1)([C:6]1[CH:11]=[CH:10][C:9]([C:12]#[C:13][CH:14]([OH:22])[C:15]2([CH3:21])[CH2:20][CH2:19][CH2:18][CH2:17][CH2:16]2)=[C:8]([CH3:23])[CH:7]=1)[CH2:4][CH3:5])[CH3:2].[OH-:39].[K+]. The catalyst is C1COCC1.CO. The product is [CH2:1]([C:3]([C:24]1[CH:37]=[CH:36][C:27]([O:28][CH2:29][C@H:30]([OH:34])[CH2:31][CH2:32][C:33]([OH:39])=[O:35])=[C:26]([CH3:38])[CH:25]=1)([C:6]1[CH:11]=[CH:10][C:9]([C:12]#[C:13][CH:14]([OH:22])[C:15]2([CH3:21])[CH2:20][CH2:19][CH2:18][CH2:17][CH2:16]2)=[C:8]([CH3:23])[CH:7]=1)[CH2:4][CH3:5])[CH3:2]. The yield is 0.507. (9) The reactants are FC(F)(F)S(O[C:7]1[CH:12]=[CH:11][CH:10]=[C:9]([C:13]2[CH:18]=[CH:17][CH:16]=[C:15]([C:19]([O:21][CH3:22])=[O:20])[CH:14]=2)[C:8]=1[C:23]([O:25][CH3:26])=[O:24])(=O)=O.[Li+].[Cl-].[CH2:31](N(CC)CC)[CH3:32].C([Sn](CCCC)(CCCC)C=C)CCC. The catalyst is O1CCOCC1.C1C=CC([P]([Pd]([P](C2C=CC=CC=2)(C2C=CC=CC=2)C2C=CC=CC=2)([P](C2C=CC=CC=2)(C2C=CC=CC=2)C2C=CC=CC=2)[P](C2C=CC=CC=2)(C2C=CC=CC=2)C2C=CC=CC=2)(C2C=CC=CC=2)C2C=CC=CC=2)=CC=1. The product is [CH:31]([C:7]1[CH:12]=[CH:11][CH:10]=[C:9]([C:13]2[CH:18]=[CH:17][CH:16]=[C:15]([C:19]([O:21][CH3:22])=[O:20])[CH:14]=2)[C:8]=1[C:23]([O:25][CH3:26])=[O:24])=[CH2:32]. The yield is 0.990.